From a dataset of Catalyst prediction with 721,799 reactions and 888 catalyst types from USPTO. Predict which catalyst facilitates the given reaction. Product: [C:23]([O:27][C:28]([N:30]1[CH2:35][CH2:34][C:33]2[N:5]=[C:4]([C:6]3[S:7][C:8]4[C:14]([N:15]5[CH2:20][CH2:19][O:18][CH2:17][CH2:16]5)=[CH:13][CH:12]=[C:11]([O:21][CH3:22])[C:9]=4[N:10]=3)[NH:42][C:32]=2[CH2:31]1)=[O:29])([CH3:26])([CH3:24])[CH3:25]. The catalyst class is: 7. Reactant: I.CS[C:4]([C:6]1[S:7][C:8]2[C:14]([N:15]3[CH2:20][CH2:19][O:18][CH2:17][CH2:16]3)=[CH:13][CH:12]=[C:11]([O:21][CH3:22])[C:9]=2[N:10]=1)=[NH:5].[C:23]([O:27][C:28]([N:30]1[CH2:35][CH2:34][C:33](OCC)(OCC)[CH:32]([NH2:42])[CH2:31]1)=[O:29])([CH3:26])([CH3:25])[CH3:24].B(F)(F)F.CCOCC.